From a dataset of Peptide-MHC class II binding affinity with 134,281 pairs from IEDB. Regression. Given a peptide amino acid sequence and an MHC pseudo amino acid sequence, predict their binding affinity value. This is MHC class II binding data. The peptide sequence is PNTDGIHIGDSSKVT. The MHC is DRB4_0101 with pseudo-sequence DRB4_0103. The binding affinity (normalized) is 0.0607.